Dataset: NCI-60 drug combinations with 297,098 pairs across 59 cell lines. Task: Regression. Given two drug SMILES strings and cell line genomic features, predict the synergy score measuring deviation from expected non-interaction effect. (1) Drug 1: C1=NC(=NC(=O)N1C2C(C(C(O2)CO)O)O)N. Drug 2: C1C(C(OC1N2C=NC3=C2NC=NCC3O)CO)O. Cell line: PC-3. Synergy scores: CSS=37.5, Synergy_ZIP=-6.20, Synergy_Bliss=2.36, Synergy_Loewe=-0.891, Synergy_HSA=3.08. (2) Drug 1: COC1=C2C(=CC3=C1OC=C3)C=CC(=O)O2. Drug 2: N.N.Cl[Pt+2]Cl. Cell line: HCT116. Synergy scores: CSS=40.4, Synergy_ZIP=2.76, Synergy_Bliss=3.17, Synergy_Loewe=-2.34, Synergy_HSA=6.03. (3) Drug 1: COC1=C(C=C2C(=C1)N=CN=C2NC3=CC(=C(C=C3)F)Cl)OCCCN4CCOCC4. Drug 2: CC1=C(C=C(C=C1)NC(=O)C2=CC=C(C=C2)CN3CCN(CC3)C)NC4=NC=CC(=N4)C5=CN=CC=C5. Cell line: SF-295. Synergy scores: CSS=6.28, Synergy_ZIP=-0.911, Synergy_Bliss=4.04, Synergy_Loewe=1.19, Synergy_HSA=2.63. (4) Drug 2: C1=NC(=NC(=O)N1C2C(C(C(O2)CO)O)O)N. Synergy scores: CSS=15.5, Synergy_ZIP=-1.86, Synergy_Bliss=-1.82, Synergy_Loewe=-40.9, Synergy_HSA=-7.61. Drug 1: COC1=NC(=NC2=C1N=CN2C3C(C(C(O3)CO)O)O)N. Cell line: NCI-H226. (5) Drug 1: CC(C1=C(C=CC(=C1Cl)F)Cl)OC2=C(N=CC(=C2)C3=CN(N=C3)C4CCNCC4)N. Drug 2: C1=CC(=CC=C1CC(C(=O)O)N)N(CCCl)CCCl.Cl. Cell line: NCI-H322M. Synergy scores: CSS=-6.03, Synergy_ZIP=2.91, Synergy_Bliss=1.51, Synergy_Loewe=-4.24, Synergy_HSA=-2.97. (6) Drug 1: CC1C(C(CC(O1)OC2CC(CC3=C2C(=C4C(=C3O)C(=O)C5=C(C4=O)C(=CC=C5)OC)O)(C(=O)C)O)N)O.Cl. Drug 2: C1C(C(OC1N2C=NC3=C(N=C(N=C32)Cl)N)CO)O. Cell line: T-47D. Synergy scores: CSS=8.22, Synergy_ZIP=-4.09, Synergy_Bliss=-1.46, Synergy_Loewe=-11.6, Synergy_HSA=-1.98. (7) Synergy scores: CSS=41.4, Synergy_ZIP=-4.01, Synergy_Bliss=-4.35, Synergy_Loewe=-46.9, Synergy_HSA=-4.87. Drug 1: CCCCCOC(=O)NC1=NC(=O)N(C=C1F)C2C(C(C(O2)C)O)O. Drug 2: C1=NC2=C(N=C(N=C2N1C3C(C(C(O3)CO)O)F)Cl)N. Cell line: HL-60(TB). (8) Drug 1: COCCOC1=C(C=C2C(=C1)C(=NC=N2)NC3=CC=CC(=C3)C#C)OCCOC. Drug 2: CC1(CCCN1)C2=NC3=C(C=CC=C3N2)C(=O)N. Cell line: SW-620. Synergy scores: CSS=3.64, Synergy_ZIP=0.835, Synergy_Bliss=-1.37, Synergy_Loewe=-16.1, Synergy_HSA=-3.88. (9) Drug 1: CC1=C(C=C(C=C1)NC2=NC=CC(=N2)N(C)C3=CC4=NN(C(=C4C=C3)C)C)S(=O)(=O)N.Cl. Drug 2: CCC1=C2CN3C(=CC4=C(C3=O)COC(=O)C4(CC)O)C2=NC5=C1C=C(C=C5)O. Cell line: UO-31. Synergy scores: CSS=28.5, Synergy_ZIP=-5.98, Synergy_Bliss=1.07, Synergy_Loewe=-31.8, Synergy_HSA=3.56. (10) Drug 1: C1=CC=C(C=C1)NC(=O)CCCCCCC(=O)NO. Drug 2: C(=O)(N)NO. Cell line: SR. Synergy scores: CSS=56.4, Synergy_ZIP=-2.92, Synergy_Bliss=-5.40, Synergy_Loewe=-38.9, Synergy_HSA=-5.62.